This data is from Catalyst prediction with 721,799 reactions and 888 catalyst types from USPTO. The task is: Predict which catalyst facilitates the given reaction. (1) Reactant: [NH2:1][C:2]1[CH:3]=[C:4]([CH:22]=[CH:23][CH:24]=1)[CH2:5][C:6]1[N:7]([C:11]2[CH:16]=[CH:15][N:14]=[C:13]([NH:17][CH2:18][C@@H:19]([OH:21])[CH3:20])[N:12]=2)[CH:8]=[CH:9][N:10]=1.[Cl:25][C:26]1[CH:31]=[CH:30][CH:29]=[C:28]([N:32]=[C:33]=[O:34])[CH:27]=1. Product: [Cl:25][C:26]1[CH:27]=[C:28]([NH:32][C:33]([NH:1][C:2]2[CH:24]=[CH:23][CH:22]=[C:4]([CH2:5][C:6]3[N:7]([C:11]4[CH:16]=[CH:15][N:14]=[C:13]([NH:17][CH2:18][C@@H:19]([OH:21])[CH3:20])[N:12]=4)[CH:8]=[CH:9][N:10]=3)[CH:3]=2)=[O:34])[CH:29]=[CH:30][CH:31]=1. The catalyst class is: 1. (2) Reactant: [CH3:1][NH:2][CH:3]([CH3:13])[CH2:4][CH2:5][O:6][C:7]1[CH:8]=[N:9][CH:10]=[CH:11][CH:12]=1.[O:14]=[C:15]([OH:27])[C@@H:16]([C@H:18]([C@H:20]([C@@H:22]([C:24]([OH:26])=[O:25])[OH:23])[OH:21])[OH:19])[OH:17].O. Product: [O:14]=[C:15]([OH:27])[C@@H:16]([C@H:18]([C@H:20]([C@@H:22]([C:24]([OH:26])=[O:25])[OH:23])[OH:21])[OH:19])[OH:17].[CH3:1][NH:2][CH:3]([CH3:13])[CH2:4][CH2:5][O:6][C:7]1[CH:8]=[N:9][CH:10]=[CH:11][CH:12]=1.[CH3:1][NH:2][CH:3]([CH3:13])[CH2:4][CH2:5][O:6][C:7]1[CH:8]=[N:9][CH:10]=[CH:11][CH:12]=1. The catalyst class is: 8.